From a dataset of Catalyst prediction with 721,799 reactions and 888 catalyst types from USPTO. Predict which catalyst facilitates the given reaction. (1) Reactant: [OH-].[Li+].[OH:3][CH:4]([C:10]1[CH:15]=[CH:14][C:13]([N:16]([CH2:20][C:21]#[C:22][CH2:23][CH2:24][CH2:25][C:26]([O:28]C)=[O:27])[C:17](=[O:19])[CH3:18])=[CH:12][CH:11]=1)[CH2:5][CH2:6][CH2:7][CH2:8][CH3:9].C(O)(=O)CC(CC(O)=O)(C(O)=O)O. Product: [OH:3][CH:4]([C:10]1[CH:11]=[CH:12][C:13]([N:16]([CH2:20][C:21]#[C:22][CH2:23][CH2:24][CH2:25][C:26]([OH:28])=[O:27])[C:17](=[O:19])[CH3:18])=[CH:14][CH:15]=1)[CH2:5][CH2:6][CH2:7][CH2:8][CH3:9]. The catalyst class is: 90. (2) Reactant: [C:1]([C:9]1[C:10]([O:19][CH:20]([CH3:28])[CH2:21][CH2:22][O:23]S(C)(=O)=O)=[CH:11][C:12]2[C:17]([CH:18]=1)=[CH:16][CH:15]=[CH:14][CH:13]=2)(=[O:8])[C:2]1[CH:7]=[CH:6][CH:5]=[CH:4][CH:3]=1.C[O:30][C:31](=[O:42])[CH2:32][CH2:33][C:34]1[CH:39]=[CH:38][C:37](O)=[CH:36][C:35]=1[CH3:41].C(=O)([O-])[O-].[Cs+].[Cs+].[OH-].[Na+]. Product: [C:1]([C:9]1[C:10]([O:19][CH:20]([CH3:28])[CH2:21][CH2:22][O:23][C:37]2[CH:38]=[CH:39][C:34]([CH2:33][CH2:32][C:31]([OH:42])=[O:30])=[C:35]([CH3:41])[CH:36]=2)=[CH:11][C:12]2[C:17]([CH:18]=1)=[CH:16][CH:15]=[CH:14][CH:13]=2)(=[O:8])[C:2]1[CH:7]=[CH:6][CH:5]=[CH:4][CH:3]=1. The catalyst class is: 369.